This data is from Peptide-MHC class I binding affinity with 185,985 pairs from IEDB/IMGT. The task is: Regression. Given a peptide amino acid sequence and an MHC pseudo amino acid sequence, predict their binding affinity value. This is MHC class I binding data. (1) The peptide sequence is PLILAYFPVFRFL. The MHC is HLA-A30:02 with pseudo-sequence HLA-A30:02. The binding affinity (normalized) is 0. (2) The peptide sequence is LTAPCDIYV. The MHC is HLA-B18:01 with pseudo-sequence HLA-B18:01. The binding affinity (normalized) is 0.0847. (3) The peptide sequence is YSPPLISIL. The MHC is H-2-Kb with pseudo-sequence H-2-Kb. The binding affinity (normalized) is 0.416. (4) The peptide sequence is LEFFLIVLL. The MHC is HLA-B40:01 with pseudo-sequence HLA-B40:01. The binding affinity (normalized) is 0.555.